Dataset: Forward reaction prediction with 1.9M reactions from USPTO patents (1976-2016). Task: Predict the product of the given reaction. (1) Given the reactants [I-].C[P+](C1C=CC=CC=1)(C1C=CC=CC=1)[C:4]1[CH:9]=CC=C[CH:5]=1.C[Si]([N-][Si](C)(C)C)(C)C.[Na+].[Br:32][C:33]1[CH:34]=[C:35]([N+:42]([O-:44])=[O:43])[C:36]([OH:41])=[C:37]([CH:40]=1)[CH:38]=O.I[CH2:46]CC.C(=O)([O-])[O-].[K+].[K+], predict the reaction product. The product is: [Br:32][C:33]1[CH:40]=[C:37]([CH:38]=[CH2:46])[C:36]([O:41][CH2:5][CH2:4][CH3:9])=[C:35]([N+:42]([O-:44])=[O:43])[CH:34]=1. (2) The product is: [CH2:27]([NH:31][C:4](=[O:19])[C:5]([NH:7][C:8]1[CH:13]=[CH:12][C:11]([O:14][CH3:15])=[CH:10][C:9]=1[N+:16]([O-:18])=[O:17])=[O:6])[CH2:28][CH2:29][CH3:30]. Given the reactants C(O[C:4](=[O:19])[C:5]([NH:7][C:8]1[CH:13]=[CH:12][C:11]([O:14][CH3:15])=[CH:10][C:9]=1[N+:16]([O-:18])=[O:17])=[O:6])C.C1(C)C=CC=CC=1.[CH2:27]([NH2:31])[CH2:28][CH2:29][CH3:30], predict the reaction product.